This data is from Forward reaction prediction with 1.9M reactions from USPTO patents (1976-2016). The task is: Predict the product of the given reaction. (1) The product is: [Cl:46][CH2:45][CH2:44][O:40][C:18]1[CH:19]=[C:20]2[C:15](=[CH:16][C:17]=1[O:41][CH3:42])[N:14]=[C:13]([C:9]1[CH:10]=[CH:11][CH:12]=[C:7]([C:1]3[CH:2]=[CH:3][CH:4]=[CH:5][CH:6]=3)[CH:8]=1)[N:22]=[C:21]2[NH:23][C:24]1[CH:25]=[C:26]2[C:30](=[CH:31][CH:32]=1)[N:29]([C:33]([O:35][C:36]([CH3:37])([CH3:38])[CH3:39])=[O:34])[N:28]=[CH:27]2. Given the reactants [C:1]1([C:7]2[CH:8]=[C:9]([C:13]3[N:22]=[C:21]([NH:23][C:24]4[CH:25]=[C:26]5[C:30](=[CH:31][CH:32]=4)[N:29]([C:33]([O:35][C:36]([CH3:39])([CH3:38])[CH3:37])=[O:34])[N:28]=[CH:27]5)[C:20]4[C:15](=[CH:16][C:17]([O:41][CH3:42])=[C:18]([OH:40])[CH:19]=4)[N:14]=3)[CH:10]=[CH:11][CH:12]=2)[CH:6]=[CH:5][CH:4]=[CH:3][CH:2]=1.Br[CH2:44][CH2:45][Cl:46].C([O-])([O-])=O.[K+].[K+], predict the reaction product. (2) The product is: [C:9]([C:11]1([C:2]2[CH:7]=[CH:6][CH:5]=[C:4]([F:8])[N:3]=2)[CH2:16][CH2:15][N:14]([C:17]([O:19][C:20]([CH3:23])([CH3:22])[CH3:21])=[O:18])[CH2:13][CH2:12]1)#[N:10]. Given the reactants F[C:2]1[CH:7]=[CH:6][CH:5]=[C:4]([F:8])[N:3]=1.[C:9]([CH:11]1[CH2:16][CH2:15][N:14]([C:17]([O:19][C:20]([CH3:23])([CH3:22])[CH3:21])=[O:18])[CH2:13][CH2:12]1)#[N:10].C[Si](C)(C)[N-][Si](C)(C)C.[K+], predict the reaction product. (3) The product is: [Cl:1][C:2]1[CH:7]=[CH:6][CH:5]=[CH:4][C:3]=1[C:8]1[CH:17]=[C:16]([C:18]([NH:21][CH2:22][CH2:23][NH:24][CH:25]([CH3:27])[CH3:26])([CH3:19])[CH3:20])[CH:15]=[C:14]2[C:9]=1[CH2:10][NH:11][C:12](=[O:37])[N:13]2[C:29]1[C:34]([Cl:35])=[CH:33][CH:32]=[CH:31][C:30]=1[Cl:36]. Given the reactants [Cl:1][C:2]1[CH:7]=[CH:6][CH:5]=[CH:4][C:3]=1[C:8]1[CH:17]=[C:16]([C:18]([NH:21][C:22](=O)[CH2:23][NH:24][CH:25]([CH3:27])[CH3:26])([CH3:20])[CH3:19])[CH:15]=[C:14]2[C:9]=1[CH2:10][NH:11][C:12](=[O:37])[N:13]2[C:29]1[C:34]([Cl:35])=[CH:33][CH:32]=[CH:31][C:30]=1[Cl:36].B.C1COCC1.Cl.[OH-].[Na+], predict the reaction product. (4) Given the reactants [C:1]([O:4][CH:5]([C:9]1[CH:14]=[C:13]([O:15][CH3:16])[C:12]([O:17][CH3:18])=[C:11]([O:19][CH3:20])[CH:10]=1)[C:6]([OH:8])=O)(=[O:3])[CH3:2].C(N1C=CN=C1)(N1C=CN=C1)=O.[CH:33]([O:36][C:37]1[C:45]([O:46][CH3:47])=[CH:44][CH:43]=[CH:42][C:38]=1[CH2:39][NH:40][CH3:41])([CH3:35])[CH3:34], predict the reaction product. The product is: [CH3:20][O:19][C:11]1[CH:10]=[C:9]([CH:5]([O:4][C:1](=[O:3])[CH3:2])[C:6]([N:40]([CH3:41])[CH2:39][C:38]2[CH:42]=[CH:43][CH:44]=[C:45]([O:46][CH3:47])[C:37]=2[O:36][CH:33]([CH3:34])[CH3:35])=[O:8])[CH:14]=[C:13]([O:15][CH3:16])[C:12]=1[O:17][CH3:18].